Dataset: Full USPTO retrosynthesis dataset with 1.9M reactions from patents (1976-2016). Task: Predict the reactants needed to synthesize the given product. (1) The reactants are: [CH:1]1(B(O)O)[CH2:3][CH2:2]1.[O-]P([O-])([O-])=O.[K+].[K+].[K+].Br[C:16]1[C:21]([O:22][CH:23]([F:25])[F:24])=[CH:20][CH:19]=[CH:18][N:17]=1.C1(P(C2CCCCC2)C2CCCCC2)CCCCC1. Given the product [CH:1]1([C:16]2[C:21]([O:22][CH:23]([F:25])[F:24])=[CH:20][CH:19]=[CH:18][N:17]=2)[CH2:3][CH2:2]1, predict the reactants needed to synthesize it. (2) The reactants are: [CH:1]([C:3]1[CH:4]=[C:5]([CH:13]=[CH:14][CH:15]=1)[O:6][CH2:7][C:8]([O:10][CH2:11][CH3:12])=[O:9])=O.[N:16]1([CH2:22][CH2:23][NH2:24])[CH2:21][CH2:20][CH2:19][CH2:18][CH2:17]1.CC(O)=O.[BH3-]C#N.[Na+]. Given the product [N:16]1([CH2:22][CH2:23][NH:24][CH2:1][C:3]2[CH:4]=[C:5]([CH:13]=[CH:14][CH:15]=2)[O:6][CH2:7][C:8]([O:10][CH2:11][CH3:12])=[O:9])[CH2:21][CH2:20][CH2:19][CH2:18][CH2:17]1, predict the reactants needed to synthesize it.